From a dataset of Full USPTO retrosynthesis dataset with 1.9M reactions from patents (1976-2016). Predict the reactants needed to synthesize the given product. (1) Given the product [NH:36]1[CH2:37][CH:34]([N:32]2[CH:33]=[C:29]([C:2]3[CH:7]=[N:6][C:5]([NH2:8])=[C:4]4[O:9][C:10]([C:12]5[C:20]6[C:15](=[CH:16][N:17]=[CH:18][CH:19]=6)[S:14][CH:13]=5)=[CH:11][C:3]=34)[CH:30]=[N:31]2)[CH2:35]1, predict the reactants needed to synthesize it. The reactants are: I[C:2]1[CH:7]=[N:6][C:5]([NH2:8])=[C:4]2[O:9][C:10]([C:12]3[C:20]4[C:15](=[CH:16][N:17]=[CH:18][CH:19]=4)[S:14][CH:13]=3)=[CH:11][C:3]=12.CC1(C)C(C)(C)OB([C:29]2[CH:30]=[N:31][N:32]([CH:34]3[CH2:37][N:36](C(OC(C)(C)C)=O)[CH2:35]3)[CH:33]=2)O1. (2) The reactants are: ClC(OC(C)C)=O.[CH2:8]([O:10][C:11]([C:13]1[CH:14]=[CH:15][C:16]2[S:21][CH:20]([CH2:22][CH2:23][CH2:24][C:25]3[CH:30]=[CH:29][C:28]([O:31][CH3:32])=[CH:27][CH:26]=3)[C:19](=[O:33])[N:18]([CH2:34][C:35]([OH:37])=O)[C:17]=2[CH:38]=1)=[O:12])[CH3:9].CN1CCOCC1.C[Si](C)(C)[O:48][NH2:49].Cl. Given the product [OH:48][NH:49][C:35](=[O:37])[CH2:34][N:18]1[C:17]2[CH:38]=[C:13]([C:11]([O:10][CH2:8][CH3:9])=[O:12])[CH:14]=[CH:15][C:16]=2[S:21][CH:20]([CH2:22][CH2:23][CH2:24][C:25]2[CH:26]=[CH:27][C:28]([O:31][CH3:32])=[CH:29][CH:30]=2)[C:19]1=[O:33], predict the reactants needed to synthesize it. (3) Given the product [CH2:12]([NH:19][C:8]1[N:6]2[CH:7]=[C:2]([Br:1])[CH:3]=[CH:4][C:5]2=[N:10][N:9]=1)[C:13]1[CH:18]=[CH:17][CH:16]=[CH:15][CH:14]=1, predict the reactants needed to synthesize it. The reactants are: [Br:1][C:2]1[CH:3]=[CH:4][C:5]2[N:6]([C:8](Cl)=[N:9][N:10]=2)[CH:7]=1.[CH2:12]([NH2:19])[C:13]1[CH:18]=[CH:17][CH:16]=[CH:15][CH:14]=1. (4) Given the product [C:26]([O:25][C:23](=[O:24])[CH2:22][C:3]1[CH:4]=[C:5]([NH:8][C:9]2[CH:18]=[CH:17][C:16]([CH:19]3[CH2:21][CH2:20]3)=[CH:15][C:10]=2[C:11]([O:13][CH3:14])=[O:12])[CH:6]=[CH:7][C:2]=1[NH:1][CH2:37][CH:38]1[CH2:40][CH2:39]1)([CH3:29])([CH3:28])[CH3:27], predict the reactants needed to synthesize it. The reactants are: [NH2:1][C:2]1[CH:7]=[CH:6][C:5]([NH:8][C:9]2[CH:18]=[CH:17][C:16]([CH:19]3[CH2:21][CH2:20]3)=[CH:15][C:10]=2[C:11]([O:13][CH3:14])=[O:12])=[CH:4][C:3]=1[CH2:22][C:23]([O:25][C:26]([CH3:29])([CH3:28])[CH3:27])=[O:24].C(=O)([O-])[O-].[K+].[K+].Br[CH2:37][CH:38]1[CH2:40][CH2:39]1. (5) Given the product [CH:1]1([CH2:4][CH2:5][C:6]2[CH:7]=[C:8]([CH:12]=[C:13]([N:15]([CH3:20])[S:16]([CH3:19])(=[O:18])=[O:17])[CH:14]=2)[C:9]([OH:11])=[O:10])[CH2:3][CH2:2]1, predict the reactants needed to synthesize it. The reactants are: [CH:1]1([CH:4]=[CH:5][C:6]2[CH:7]=[C:8]([CH:12]=[C:13]([N:15]([CH3:20])[S:16]([CH3:19])(=[O:18])=[O:17])[CH:14]=2)[C:9]([OH:11])=[O:10])[CH2:3][CH2:2]1.CO. (6) The reactants are: [Si:1]([O:8][CH2:9][C:10]1[N:15]=[CH:14][C:13]2[N:16]=[CH:17][N:18]([C:19]3[S:23][C:22]([C:24]([O:26]C)=O)=[C:21]([O:28][CH:29]([C:31]4[CH:36]=[CH:35][C:34]([F:37])=[CH:33][C:32]=4[C:38]([F:41])([F:40])[F:39])[CH3:30])[CH:20]=3)[C:12]=2[CH:11]=1)([C:4]([CH3:7])([CH3:6])[CH3:5])([CH3:3])[CH3:2].[NH3:42]. Given the product [Si:1]([O:8][CH2:9][C:10]1[N:15]=[CH:14][C:13]2[N:16]=[CH:17][N:18]([C:19]3[S:23][C:22]([C:24]([NH2:42])=[O:26])=[C:21]([O:28][CH:29]([C:31]4[CH:36]=[CH:35][C:34]([F:37])=[CH:33][C:32]=4[C:38]([F:40])([F:39])[F:41])[CH3:30])[CH:20]=3)[C:12]=2[CH:11]=1)([C:4]([CH3:7])([CH3:5])[CH3:6])([CH3:2])[CH3:3], predict the reactants needed to synthesize it. (7) Given the product [Cl:37][C:38]1[CH:43]=[C:42]([C:29]2[N:11]3[N:12]=[C:13]([N:16]4[CH2:21][CH2:20][N:19]([C:22]([O:24][C:25]([CH3:28])([CH3:27])[CH3:26])=[O:23])[CH2:18][CH2:17]4)[CH:14]=[CH:15][C:10]3=[N:9][C:8]=2[C:5]2[CH:6]=[CH:7][C:2]([F:1])=[CH:3][CH:4]=2)[CH:41]=[CH:40][N:39]=1, predict the reactants needed to synthesize it. The reactants are: [F:1][C:2]1[CH:7]=[CH:6][C:5]([C:8]2[N:9]=[C:10]3[CH:15]=[CH:14][C:13]([N:16]4[CH2:21][CH2:20][N:19]([C:22]([O:24][C:25]([CH3:28])([CH3:27])[CH3:26])=[O:23])[CH2:18][CH2:17]4)=[N:12][N:11]3[C:29]=2I)=[CH:4][CH:3]=1.C(=O)([O-])[O-].[Cs+].[Cs+].[Cl:37][C:38]1[CH:43]=[C:42](B(O)O)[CH:41]=[CH:40][N:39]=1. (8) Given the product [Cl:1][CH2:2][C:3]([N:22]1[C:23]2[CH:29]=[CH:28][CH:27]=[CH:26][C:24]=2[C:25]2=[C:12]([CH:6]3[CH2:11][CH2:10][CH2:9][CH2:8][CH2:7]3)[C:13]3[CH:14]=[CH:15][C:16]([C:34]([O:36][CH3:37])=[O:35])=[CH:17][C:18]=3[N:19]2[CH2:20][CH:21]1[C:30]([O:32][CH3:33])=[O:31])=[O:4], predict the reactants needed to synthesize it. The reactants are: [Cl:1][CH2:2][C:3](Cl)=[O:4].[CH:6]1([C:12]2[C:13]3[CH:14]=[CH:15][C:16]([C:34]([O:36][CH3:37])=[O:35])=[CH:17][C:18]=3[N:19]3[C:25]=2[C:24]2[CH:26]=[CH:27][CH:28]=[CH:29][C:23]=2[NH:22][CH:21]([C:30]([O:32][CH3:33])=[O:31])[CH2:20]3)[CH2:11][CH2:10][CH2:9][CH2:8][CH2:7]1. (9) Given the product [NH2:1][C:2]1[N:3]=[CH:4][N:5]=[C:6]([O:8][C:9]2[CH:14]=[CH:13][C:12]([NH:15][C:23](=[O:24])[O:25][CH2:26][C:27]3[CH:32]=[CH:31][CH:30]=[CH:29][CH:28]=3)=[C:11]([F:16])[CH:10]=2)[CH:7]=1, predict the reactants needed to synthesize it. The reactants are: [NH2:1][C:2]1[CH:7]=[C:6]([O:8][C:9]2[CH:14]=[CH:13][C:12]([NH2:15])=[C:11]([F:16])[CH:10]=2)[N:5]=[CH:4][N:3]=1.C(=O)([O-])O.[Na+].Cl[C:23]([O:25][CH2:26][C:27]1[CH:32]=[CH:31][CH:30]=[CH:29][CH:28]=1)=[O:24]. (10) Given the product [CH3:18][N:4]1[C:3]([C:19]([N:21]2[CH2:26][CH2:25][CH:24]([N:27]3[CH2:31][CH2:30][CH2:29][CH2:28]3)[CH2:23][CH2:22]2)=[O:20])=[C:2]([C:32]#[N:33])[N:6]=[C:5]1[C:7]1[CH:12]=[CH:11][CH:10]=[C:9]([O:13][C:14]([F:17])([F:16])[F:15])[CH:8]=1, predict the reactants needed to synthesize it. The reactants are: I[C:2]1[N:6]=[C:5]([C:7]2[CH:12]=[CH:11][CH:10]=[C:9]([O:13][C:14]([F:17])([F:16])[F:15])[CH:8]=2)[N:4]([CH3:18])[C:3]=1[C:19]([N:21]1[CH2:26][CH2:25][CH:24]([N:27]2[CH2:31][CH2:30][CH2:29][CH2:28]2)[CH2:23][CH2:22]1)=[O:20].[CH3:32][N:33](C=O)C.